This data is from Peptide-MHC class I binding affinity with 185,985 pairs from IEDB/IMGT. The task is: Regression. Given a peptide amino acid sequence and an MHC pseudo amino acid sequence, predict their binding affinity value. This is MHC class I binding data. (1) The peptide sequence is YYSTTIRYQ. The MHC is HLA-A24:02 with pseudo-sequence HLA-A24:02. The binding affinity (normalized) is 0.294. (2) The peptide sequence is LLVDLLWLL. The binding affinity (normalized) is 0. The MHC is HLA-A11:01 with pseudo-sequence HLA-A11:01.